This data is from Full USPTO retrosynthesis dataset with 1.9M reactions from patents (1976-2016). The task is: Predict the reactants needed to synthesize the given product. (1) Given the product [Cl:45][C:42]1[CH:41]=[CH:40][C:39]([C@@H:33]([NH:32][C:30]([C:15]2([NH:14][C:12](=[O:13])[O:11][C:7]([CH3:9])([CH3:8])[CH3:10])[CH2:16][CH2:17][N:18]([C:21]3[C:22]4[CH:29]=[CH:28][NH:27][C:23]=4[N:24]=[CH:25][N:26]=3)[CH2:19][CH2:20]2)=[O:31])[CH2:34][CH2:35][OH:36])=[CH:44][CH:43]=1, predict the reactants needed to synthesize it. The reactants are: [H-].[H-].[H-].[H-].[Li+].[Al+3].[C:7]([O:11][C:12]([NH:14][C:15]1([C:30]([NH:32][C@H:33]([C:39]2[CH:44]=[CH:43][C:42]([Cl:45])=[CH:41][CH:40]=2)[CH2:34][C:35](OC)=[O:36])=[O:31])[CH2:20][CH2:19][N:18]([C:21]2[C:22]3[CH:29]=[CH:28][NH:27][C:23]=3[N:24]=[CH:25][N:26]=2)[CH2:17][CH2:16]1)=[O:13])([CH3:10])([CH3:9])[CH3:8]. (2) Given the product [O:30]=[C:29]1[C:28]2[C:27](=[CH:35][CH:34]=[CH:33][CH:32]=2)[C:26](=[O:31])[N:2]1[C:3]1([CH2:11][CH2:12][CH2:13][CH2:14][NH:15][C:16](=[O:25])[O:17][CH2:18][C:19]2[CH:20]=[CH:21][CH:22]=[CH:23][CH:24]=2)[CH2:8][CH2:7][C:6](=[O:9])[NH:5][C:4]1=[O:10], predict the reactants needed to synthesize it. The reactants are: Cl.[NH2:2][C:3]1([CH2:11][CH2:12][CH2:13][CH2:14][NH:15][C:16](=[O:25])[O:17][CH2:18][C:19]2[CH:24]=[CH:23][CH:22]=[CH:21][CH:20]=2)[CH2:8][CH2:7][C:6](=[O:9])[NH:5][C:4]1=[O:10].[C:26]1(=O)[O:31][C:29](=[O:30])[C:28]2=[CH:32][CH:33]=[CH:34][CH:35]=[C:27]12.C([O-])(=O)C.[Na+]. (3) Given the product [Cl:1][C:2]1[CH:7]=[CH:6][C:5]([NH:8][C:9](=[O:10])[NH:12][C:13]2[CH:18]=[CH:17][C:16]([C:19]3[O:23][C:22]([C:24]([NH:26][C@@H:27]([CH:32]([CH3:34])[CH3:33])[C:28]([O:30][CH3:31])=[O:29])=[O:25])=[N:21][CH:20]=3)=[CH:15][CH:14]=2)=[C:4]([F:11])[CH:3]=1, predict the reactants needed to synthesize it. The reactants are: [Cl:1][C:2]1[CH:7]=[CH:6][C:5]([N:8]=[C:9]=[O:10])=[C:4]([F:11])[CH:3]=1.[NH2:12][C:13]1[CH:18]=[CH:17][C:16]([C:19]2[O:23][C:22]([C:24]([NH:26][CH:27]([CH:32]([CH3:34])[CH3:33])[C:28]([O:30][CH3:31])=[O:29])=[O:25])=[N:21][CH:20]=2)=[CH:15][CH:14]=1. (4) Given the product [N:33]12[CH2:38][CH2:37][CH:36]([CH2:35][CH2:34]1)[CH:31]([N:19]1[C:18](=[O:23])/[C:17](=[CH:16]/[C:12]3[CH:11]=[C:10]4[C:15](=[CH:14][CH:13]=3)[N:7]([CH2:6][C:5]3[CH:24]=[CH:25][C:2]([Cl:1])=[CH:3][C:4]=3[C:26]([F:27])([F:29])[F:28])[N:8]=[CH:9]4)/[S:21][C:20]1=[O:22])[CH2:32]2, predict the reactants needed to synthesize it. The reactants are: [Cl:1][C:2]1[CH:25]=[CH:24][C:5]([CH2:6][N:7]2[C:15]3[C:10](=[CH:11][C:12](/[CH:16]=[C:17]4/[C:18](=[O:23])[NH:19][C:20](=[O:22])[S:21]/4)=[CH:13][CH:14]=3)[CH:9]=[N:8]2)=[C:4]([C:26]([F:29])([F:28])[F:27])[CH:3]=1.O[CH:31]1[CH:36]2[CH2:37][CH2:38][N:33]([CH2:34][CH2:35]2)[CH2:32]1. (5) Given the product [C:33]([O:32][C:30](=[O:31])[NH:21][CH2:20][C:15]1([C:50]#[N:47])[CH2:14][CH2:13][CH:12]([CH:9]([O:8][Si:1]([C:4]([CH3:7])([CH3:6])[CH3:5])([CH3:3])[CH3:2])[CH2:10][CH3:11])[O:17][CH2:16]1)([CH3:36])([CH3:35])[CH3:34], predict the reactants needed to synthesize it. The reactants are: [Si:1]([O:8][CH:9]([CH:12]1[O:17][CH2:16][C:15](=O)[CH2:14][CH2:13]1)[CH2:10][CH3:11])([C:4]([CH3:7])([CH3:6])[CH3:5])([CH3:3])[CH3:2].Cl.[CH3:20][NH2:21].[C-]#N.[Na+].C(=O)(O)[O-].[Na+].[C:30](O[C:30]([O:32][C:33]([CH3:36])([CH3:35])[CH3:34])=[O:31])([O:32][C:33]([CH3:36])([CH3:35])[CH3:34])=[O:31].C([N:47]([CH2:50]C)CC)C. (6) Given the product [CH3:50][O:49][C:47](=[O:48])[NH:46][C@@H:45]([CH2:44][NH:43][C:41]([NH2:40])=[O:42])[C:51](=[O:52])[NH:1][C@@H:2]([CH2:33][C:34]1[CH:35]=[CH:36][CH:37]=[CH:38][CH:39]=1)[C@@H:3]([OH:32])[CH2:4][C@H:5]([CH2:6][C:7]1[CH:12]=[CH:11][C:10]([C:13]2[CH:18]=[CH:17][CH:16]=[CH:15][N:14]=2)=[CH:9][CH:8]=1)[NH:19][C:20](=[O:21])[C@H:22]([C:23]([CH3:26])([CH3:25])[CH3:24])[NH:27][C:28](=[O:31])[O:29][CH3:30], predict the reactants needed to synthesize it. The reactants are: [NH2:1][C@@H:2]([CH2:33][C:34]1[CH:39]=[CH:38][CH:37]=[CH:36][CH:35]=1)[C@@H:3]([OH:32])[CH2:4][C@@H:5]([NH:19][C:20]([C@@H:22]([NH:27][C:28](=[O:31])[O:29][CH3:30])[C:23]([CH3:26])([CH3:25])[CH3:24])=[O:21])[CH2:6][C:7]1[CH:12]=[CH:11][C:10]([C:13]2[CH:18]=[CH:17][CH:16]=[CH:15][N:14]=2)=[CH:9][CH:8]=1.[NH2:40][C:41]([NH:43][CH2:44][C@@H:45]([C:51](O)=[O:52])[NH:46][C:47]([O:49][CH3:50])=[O:48])=[O:42].CCOP(ON1N=NC2C=CC=CC=2C1=O)(OCC)=O.C(N(CC)CC)C. (7) Given the product [F:20][C:21]1[CH:29]=[CH:28][CH:27]=[C:26]2[C:22]=1[CH2:23][CH:24]([CH3:30])[N:25]2[C:16](=[O:18])[CH2:15][C:3]1[NH:2][C:7](=[O:8])[CH:6]=[C:5]([N:9]2[CH2:10][CH2:11][O:12][CH2:13][CH2:14]2)[N:4]=1, predict the reactants needed to synthesize it. The reactants are: C[N:2]1[C:7](=[O:8])[CH:6]=[C:5]([N:9]2[CH2:14][CH2:13][O:12][CH2:11][CH2:10]2)[N:4]=[C:3]1[CH2:15][C:16]([O-:18])=O.[Na+].[F:20][C:21]1[CH:29]=[CH:28][CH:27]=[C:26]2[C:22]=1[CH2:23][CH:24]([CH3:30])[NH:25]2.Cl.CN(C)CCCN=C=NCC.